Predict the product of the given reaction. From a dataset of Forward reaction prediction with 1.9M reactions from USPTO patents (1976-2016). Given the reactants [CH3:1][S:2]([NH:5][CH:6]([C:18]1[CH:23]=[CH:22][CH:21]=[CH:20][CH:19]=1)[C:7]([O:9][C@@H:10]1[CH:15]2[CH2:16][CH2:17][N:12]([CH2:13][CH2:14]2)[CH2:11]1)=[O:8])(=[O:4])=[O:3].[Br:24][CH2:25][C:26]([C:28]1[CH:33]=[CH:32][CH:31]=[CH:30][CH:29]=1)=[O:27], predict the reaction product. The product is: [Br-:24].[CH3:1][S:2]([NH:5][CH:6]([C:18]1[CH:19]=[CH:20][CH:21]=[CH:22][CH:23]=1)[C:7]([O:9][C@@H:10]1[CH:15]2[CH2:14][CH2:13][N+:12]([CH2:25][C:26](=[O:27])[C:28]3[CH:33]=[CH:32][CH:31]=[CH:30][CH:29]=3)([CH2:17][CH2:16]2)[CH2:11]1)=[O:8])(=[O:3])=[O:4].